Dataset: Full USPTO retrosynthesis dataset with 1.9M reactions from patents (1976-2016). Task: Predict the reactants needed to synthesize the given product. (1) The reactants are: [CH3:1][O:2][C:3]1[CH:25]=[CH:24][C:6]([C:7]([CH:9]2[CH2:14][CH2:13][N:12]([CH:15]3[CH2:19][CH2:18][N:17]([CH2:20][C:21]#[N:22])[C:16]3=[O:23])[CH2:11][CH2:10]2)=[O:8])=[CH:5][CH:4]=1.[Cl-:26].[NH4+:27]. Given the product [ClH:26].[CH3:1][O:2][C:3]1[CH:4]=[CH:5][C:6]([C:7]([CH:9]2[CH2:10][CH2:11][N:12]([CH:15]3[CH2:19][CH2:18][N:17]([CH2:20][C:21](=[NH:27])[NH2:22])[C:16]3=[O:23])[CH2:13][CH2:14]2)=[O:8])=[CH:24][CH:25]=1, predict the reactants needed to synthesize it. (2) The reactants are: [Cl:1][C:2]1[CH:7]=[CH:6][CH:5]=[C:4]([Cl:8])[C:3]=1[CH2:9][NH2:10].[Br:11][C:12]1[S:16][C:15]2=[N:17][C:18]([C:20](O)=[O:21])=[CH:19][N:14]2[CH:13]=1. Given the product [Br:11][C:12]1[S:16][C:15]2=[N:17][C:18]([C:20]([NH:10][CH2:9][C:3]3[C:2]([Cl:1])=[CH:7][CH:6]=[CH:5][C:4]=3[Cl:8])=[O:21])=[CH:19][N:14]2[CH:13]=1, predict the reactants needed to synthesize it. (3) The reactants are: [C:1]([C:3]1[CH:8]=[CH:7][C:6]([C:9]2([NH:12][CH2:13][CH2:14][CH3:15])[CH2:11][CH2:10]2)=[CH:5][CH:4]=1)#[CH:2].[CH2:16]([O:18][C:19](=[O:27])[C:20]1[CH:25]=[CH:24][C:23](I)=[CH:22][CH:21]=1)[CH3:17]. Given the product [CH2:13]([NH:12][C:9]1([C:6]2[CH:7]=[CH:8][C:3]([C:1]#[C:2][C:23]3[CH:24]=[CH:25][C:20]([C:19]([O:18][CH2:16][CH3:17])=[O:27])=[CH:21][CH:22]=3)=[CH:4][CH:5]=2)[CH2:10][CH2:11]1)[CH2:14][CH3:15], predict the reactants needed to synthesize it.